This data is from Catalyst prediction with 721,799 reactions and 888 catalyst types from USPTO. The task is: Predict which catalyst facilitates the given reaction. (1) Reactant: [C:1]([C:4]1[S:8][C:7]2[CH:9]=[CH:10][CH:11]=[C:12]([C:13]3[CH:18]=[C:17]([C:19]([CH3:22])([CH3:21])[CH3:20])[CH:16]=[C:15]([C:23]([CH3:26])([CH3:25])[CH3:24])[C:14]=3[OH:27])[C:6]=2[CH:5]=1)(=[O:3])[CH3:2].Br[CH2:29][CH:30]([F:32])[F:31].[F-].[Cs+]. Product: [C:1]([C:4]1[S:8][C:7]2[CH:9]=[CH:10][CH:11]=[C:12]([C:13]3[CH:18]=[C:17]([C:19]([CH3:20])([CH3:22])[CH3:21])[CH:16]=[C:15]([C:23]([CH3:26])([CH3:25])[CH3:24])[C:14]=3[O:27][CH2:29][CH:30]([F:32])[F:31])[C:6]=2[CH:5]=1)(=[O:3])[CH3:2]. The catalyst class is: 3. (2) Reactant: [Br:1][C:2]1[N:7]2[CH:8]=[C:9]([NH:11]C(=O)OCC)[N:10]=[C:6]2[C:5]([N:17]2[CH2:22][CH2:21][O:20][CH2:19][CH2:18]2)=[N:4][CH:3]=1. Product: [Br:1][C:2]1[N:7]2[CH:8]=[C:9]([NH2:11])[N:10]=[C:6]2[C:5]([N:17]2[CH2:18][CH2:19][O:20][CH2:21][CH2:22]2)=[N:4][CH:3]=1. The catalyst class is: 611. (3) Reactant: [Cl:1][CH2:2][CH2:3][C:4]([C:22]1[CH:27]=[CH:26][CH:25]=[CH:24][CH:23]=1)=[C:5]([C:12]1[CH:21]=[CH:20][C:15]([O:16][CH2:17][CH2:18][OH:19])=[CH:14][CH:13]=1)[C:6]1[CH:11]=[CH:10][CH:9]=[CH:8][CH:7]=1.[H-].[Na+].[CH3:30][CH2:31][O:32][C:33]([CH2:35]Br)=[O:34]. Product: [CH2:31]([O:32][C:33](=[O:34])[CH2:35][O:19][CH2:18][CH2:17][O:16][C:15]1[CH:14]=[CH:13][C:12]([C:5]([C:6]2[CH:7]=[CH:8][CH:9]=[CH:10][CH:11]=2)=[C:4]([C:22]2[CH:23]=[CH:24][CH:25]=[CH:26][CH:27]=2)[CH2:3][CH2:2][Cl:1])=[CH:21][CH:20]=1)[CH3:30]. The catalyst class is: 7. (4) Reactant: Cl[C:2]1[CH:7]=[N:6][CH:5]=[C:4]([Cl:8])[N:3]=1.[CH:9]1[CH:14]=[N:13][CH:12]=[C:11]([CH2:15][OH:16])[CH:10]=1.[H-].[Na+]. Product: [Cl:8][C:4]1[CH:5]=[N:6][CH:7]=[C:2]([O:16][CH2:15][C:11]2[CH:12]=[N:13][CH:14]=[CH:9][CH:10]=2)[N:3]=1. The catalyst class is: 12.